Task: Regression. Given two drug SMILES strings and cell line genomic features, predict the synergy score measuring deviation from expected non-interaction effect.. Dataset: NCI-60 drug combinations with 297,098 pairs across 59 cell lines (1) Synergy scores: CSS=25.2, Synergy_ZIP=2.38, Synergy_Bliss=11.1, Synergy_Loewe=-12.5, Synergy_HSA=6.64. Cell line: SK-MEL-2. Drug 1: CS(=O)(=O)C1=CC(=C(C=C1)C(=O)NC2=CC(=C(C=C2)Cl)C3=CC=CC=N3)Cl. Drug 2: COC1=C(C=C2C(=C1)N=CN=C2NC3=CC(=C(C=C3)F)Cl)OCCCN4CCOCC4. (2) Drug 1: C1=CN(C=N1)CC(O)(P(=O)(O)O)P(=O)(O)O. Drug 2: CC1C(C(CC(O1)OC2CC(OC(C2O)C)OC3=CC4=CC5=C(C(=O)C(C(C5)C(C(=O)C(C(C)O)O)OC)OC6CC(C(C(O6)C)O)OC7CC(C(C(O7)C)O)OC8CC(C(C(O8)C)O)(C)O)C(=C4C(=C3C)O)O)O)O. Cell line: UACC-257. Synergy scores: CSS=45.6, Synergy_ZIP=0.641, Synergy_Bliss=0.920, Synergy_Loewe=-12.2, Synergy_HSA=-1.77. (3) Drug 1: C1=NNC2=C1C(=O)NC=N2. Drug 2: CC1CCCC2(C(O2)CC(NC(=O)CC(C(C(=O)C(C1O)C)(C)C)O)C(=CC3=CSC(=N3)C)C)C. Cell line: T-47D. Synergy scores: CSS=32.3, Synergy_ZIP=3.39, Synergy_Bliss=1.96, Synergy_Loewe=-25.6, Synergy_HSA=-0.877. (4) Drug 1: COC1=CC(=CC(=C1O)OC)C2C3C(COC3=O)C(C4=CC5=C(C=C24)OCO5)OC6C(C(C7C(O6)COC(O7)C8=CC=CS8)O)O. Drug 2: CN(CCCl)CCCl.Cl. Cell line: LOX IMVI. Synergy scores: CSS=38.3, Synergy_ZIP=-2.45, Synergy_Bliss=-1.93, Synergy_Loewe=-8.14, Synergy_HSA=2.53.